From a dataset of Catalyst prediction with 721,799 reactions and 888 catalyst types from USPTO. Predict which catalyst facilitates the given reaction. (1) Reactant: Br[CH2:2][C:3]1[C:12]([N+:13]([O-:15])=[O:14])=[CH:11][CH:10]=[CH:9][C:4]=1[C:5]([O:7]C)=O.Cl.[NH2:17][CH:18]1[CH2:24][CH2:23][C:22](=[O:25])[NH:21][C:19]1=[O:20].C(N(CC)CC)C.O. Product: [N+:13]([C:12]1[CH:11]=[CH:10][CH:9]=[C:4]2[C:3]=1[CH2:2][N:17]([CH:18]1[CH2:24][CH2:23][C:22](=[O:25])[NH:21][C:19]1=[O:20])[C:5]2=[O:7])([O-:15])=[O:14]. The catalyst class is: 10. (2) Reactant: [CH2:1]([O:8][C:9]([NH:11][CH2:12][CH2:13][C:14]([NH:16][C@H:17]([C:24]([OH:26])=[O:25])[CH2:18][C:19]1[N:23]=[CH:22][NH:21][CH:20]=1)=[O:15])=[O:10])[C:2]1[CH:7]=[CH:6][CH:5]=[CH:4][CH:3]=1.[CH2:27](O)[CH3:28].Cl. Product: [CH2:27]([O:25][C:24](=[O:26])[C@H:17]([CH2:18][C:19]1[N:23]=[CH:22][NH:21][CH:20]=1)[NH:16][C:14](=[O:15])[CH2:13][CH2:12][NH:11][C:9]([O:8][CH2:1][C:2]1[CH:3]=[CH:4][CH:5]=[CH:6][CH:7]=1)=[O:10])[CH3:28]. The catalyst class is: 8. (3) Reactant: [C:1]([N:4]1[C:13]2[C:8](=[CH:9][C:10]([C:14]([O:16][CH2:17][CH3:18])=[O:15])=[CH:11][CH:12]=2)[CH:7]([NH:19]C(OCC2C=CC=CC=2)=O)[CH:6]([CH3:30])[CH:5]1[CH3:31])(=[O:3])[CH3:2]. Product: [C:1]([N:4]1[C:13]2[C:8](=[CH:9][C:10]([C:14]([O:16][CH2:17][CH3:18])=[O:15])=[CH:11][CH:12]=2)[CH:7]([NH2:19])[CH:6]([CH3:30])[CH:5]1[CH3:31])(=[O:3])[CH3:2]. The catalyst class is: 29. (4) Product: [Cl:8][C:9]1[CH:10]=[CH:11][C:12]([O:41][CH3:42])=[C:13]([C:15]2[C:19]([NH:20][C:21]([C:23]3[CH:24]=[N:25][N:26]4[CH:31]=[CH:30][CH:29]=[N:28][C:27]=34)=[O:22])=[CH:18][N:17]([CH:32]([CH3:40])[C:33]([OH:35])=[O:34])[N:16]=2)[CH:14]=1. Reactant: FC(F)(F)C(O)=O.[Cl:8][C:9]1[CH:10]=[CH:11][C:12]([O:41][CH3:42])=[C:13]([C:15]2[C:19]([NH:20][C:21]([C:23]3[CH:24]=[N:25][N:26]4[CH:31]=[CH:30][CH:29]=[N:28][C:27]=34)=[O:22])=[CH:18][N:17]([CH:32]([CH3:40])[C:33]([O:35]C(C)(C)C)=[O:34])[N:16]=2)[CH:14]=1. The catalyst class is: 4. (5) Reactant: Cl[C:2]1[CH:3]=[C:4]([CH:21]=[C:22]([N:24]2[CH2:29][CH2:28][CH2:27][CH2:26][CH2:25]2)[CH:23]=1)[CH2:5][O:6][C:7]1[CH:12]=[CH:11][CH:10]=[CH:9][C:8]=1[CH2:13][C:14]([O:16][C:17]([CH3:20])([CH3:19])[CH3:18])=[O:15].[C:30]([O:34][C:35]([NH:37][C@@H:38]([C:40]1[C:41]([F:69])=[C:42](C2C=C(O)C=C(COC3C=CC=CC=3CC(OC(C)(C)C)=O)C=2)[CH:43]=[CH:44][CH:45]=1)[CH3:39])=[O:36])([CH3:33])([CH3:32])[CH3:31]. Product: [C:30]([O:34][C:35]([NH:37][C@@H:38]([C:40]1[C:41]([F:69])=[C:42]([C:2]2[CH:23]=[C:22]([N:24]3[CH2:25][CH2:26][CH2:27][CH2:28][CH2:29]3)[CH:21]=[C:4]([CH2:5][O:6][C:7]3[CH:12]=[CH:11][CH:10]=[CH:9][C:8]=3[CH2:13][C:14]([O:16][C:17]([CH3:20])([CH3:19])[CH3:18])=[O:15])[CH:3]=2)[CH:43]=[CH:44][CH:45]=1)[CH3:39])=[O:36])([CH3:31])([CH3:32])[CH3:33]. The catalyst class is: 2. (6) Reactant: C1(OC)C=CC=CC=1.COC1C=CC(C[O:16][C:17](=[O:64])[CH:18]([NH:33][C:34]([NH:36][CH:37]([C:52]([O:54]CC2C=CC(OC)=CC=2)=[O:53])[CH2:38][CH2:39][CH2:40][CH2:41][NH:42][C:43](=[O:51])[C:44]2[CH:49]=[CH:48][C:47]([F:50])=[CH:46][CH:45]=2)=[O:35])[CH2:19][CH2:20][C:21]([O:23]CC2C=CC(OC)=CC=2)=[O:22])=CC=1. Product: [C:52]([CH:37]([NH:36][C:34](=[O:35])[NH:33][CH:18]([CH2:19][CH2:20][C:21]([OH:23])=[O:22])[C:17]([OH:64])=[O:16])[CH2:38][CH2:39][CH2:40][CH2:41][NH:42][C:43](=[O:51])[C:44]1[CH:45]=[CH:46][C:47]([F:50])=[CH:48][CH:49]=1)([OH:54])=[O:53]. The catalyst class is: 67.